This data is from Volume of distribution at steady state (VDss) regression data from Lombardo et al.. The task is: Regression/Classification. Given a drug SMILES string, predict its absorption, distribution, metabolism, or excretion properties. Task type varies by dataset: regression for continuous measurements (e.g., permeability, clearance, half-life) or binary classification for categorical outcomes (e.g., BBB penetration, CYP inhibition). For this dataset (vdss_lombardo), we predict log10(VDss) (log10 of volume of distribution in L/kg). The drug is C[NH+](C)CCNc1ccc2c3c(nn2CC[NH2+]CCO)-c2cnccc2C(=O)c13. The log10(VDss) is 1.76.